Dataset: Reaction yield outcomes from USPTO patents with 853,638 reactions. Task: Predict the reaction yield, written as a fraction of the theoretical maximum amount of product (1.0 means a 100% yield; for example, 0.34 means a 34% yield). (1) The reactants are [C:1]([O:5][C:6]([N:8]1[CH2:13][CH2:12][CH:11]([C:14]2[N:15]([CH2:27][CH2:28][NH2:29])[CH:16]=[C:17]([C:19]3[CH:24]=[CH:23][C:22]([F:25])=[C:21]([Cl:26])[CH:20]=3)[N:18]=2)[CH2:10][CH2:9]1)=[O:7])([CH3:4])([CH3:3])[CH3:2].CCN(C(C)C)C(C)C.Cl[C:40]([O:42][CH2:43][C:44]1[CH:49]=[CH:48][CH:47]=[CH:46][CH:45]=1)=[O:41]. The catalyst is C(Cl)Cl. The product is [C:1]([O:5][C:6]([N:8]1[CH2:13][CH2:12][CH:11]([C:14]2[N:15]([CH2:27][CH2:28][NH:29][C:40]([O:42][CH2:43][C:44]3[CH:49]=[CH:48][CH:47]=[CH:46][CH:45]=3)=[O:41])[CH:16]=[C:17]([C:19]3[CH:24]=[CH:23][C:22]([F:25])=[C:21]([Cl:26])[CH:20]=3)[N:18]=2)[CH2:10][CH2:9]1)=[O:7])([CH3:4])([CH3:3])[CH3:2]. The yield is 0.420. (2) The reactants are [F:1][C@H:2]1[CH2:18][CH:17]2[C@:9]([F:28])([C@@H:10]([OH:27])[CH2:11][C@@:12]3([CH3:26])[CH:16]2[CH2:15][CH:14]=[C:13]3[C:19](=[O:25])[CH2:20][O:21]C(=O)C)[C@:8]2([CH3:29])[C:3]1=[CH:4][C:5](=[O:30])[CH:6]=[CH:7]2. The catalyst is C(O)C. The product is [F:1][C@H:2]1[CH2:18][CH:17]2[C@:9]([F:28])([C@@H:10]([OH:27])[CH2:11][C@@:12]3([CH3:26])[CH:16]2[CH2:15][CH:14]=[C:13]3[C:19](=[O:25])[CH2:20][OH:21])[C@:8]2([CH3:29])[C:3]1=[CH:4][C:5](=[O:30])[CH:6]=[CH:7]2. The yield is 0.706. (3) The reactants are [CH3:1][O:2][C:3]1[CH:8]=[CH:7][CH:6]=[CH:5][C:4]=1[CH:9]1[CH2:14][CH2:13][NH:12][CH2:11][CH2:10]1.C([N:18]([CH2:22][CH3:23])[CH:19]([CH3:21])[CH3:20])(C)C.[OH2:24]. The catalyst is C1(C)C=CC=CC=1. The product is [CH3:1][O:2][C:3]1[CH:8]=[CH:7][CH:6]=[CH:5][C:4]=1[CH:9]1[CH2:14][CH2:13][N:12]([CH2:23][C:22]([NH:18][C:19]2[CH:20]=[CH:8][CH:3]=[C:4]([CH3:5])[CH:21]=2)=[O:24])[CH2:11][CH2:10]1. The yield is 0.523. (4) The reactants are [Li+].CC([N-]C(C)C)C.[Br:9][C:10]1[CH:15]=[CH:14][C:13]([Cl:16])=[CH:12][C:11]=1[F:17].CN([CH:21]=[O:22])C.O. The catalyst is C1COCC1. The product is [Br:9][C:10]1[C:11]([F:17])=[C:12]([C:13]([Cl:16])=[CH:14][CH:15]=1)[CH:21]=[O:22]. The yield is 0.480. (5) The reactants are O[CH2:2][C:3]1[CH:4]=[C:5]2[C:9](=[CH:10][CH:11]=1)[CH2:8][C@@H:7]([NH:12][S:13]([CH:16]([CH3:18])[CH3:17])(=[O:15])=[O:14])[CH2:6]2.S(Cl)(Cl)=O.[F:23][C:24]([F:42])([F:41])[C:25]1[C:29]2[CH2:30][N:31](C(OC(C)(C)C)=O)[CH2:32][CH2:33][C:28]=2[NH:27][N:26]=1.C(=O)([O-])[O-].[K+].[K+]. The catalyst is C(Cl)Cl. The product is [F:42][C:24]([F:23])([F:41])[C:25]1[C:29]2[CH2:30][NH:31][CH2:32][CH2:33][C:28]=2[N:27]([CH2:2][C:3]2[CH:4]=[C:5]3[C:9](=[CH:10][CH:11]=2)[CH2:8][C@@H:7]([NH:12][S:13]([CH:16]([CH3:18])[CH3:17])(=[O:15])=[O:14])[CH2:6]3)[N:26]=1. The yield is 0.0610.